This data is from Acute oral toxicity (LD50) regression data from Zhu et al.. The task is: Regression/Classification. Given a drug SMILES string, predict its toxicity properties. Task type varies by dataset: regression for continuous values (e.g., LD50, hERG inhibition percentage) or binary classification for toxic/non-toxic outcomes (e.g., AMES mutagenicity, cardiotoxicity, hepatotoxicity). Dataset: ld50_zhu. (1) The drug is ClC(Cl)(Cl)Cl. The rat oral LD50 is 1.82, given as -log10 of the dose in mol/kg body weight (higher means more acutely toxic). (2) The rat oral LD50 is 4.58, given as -log10 of the dose in mol/kg body weight (higher means more acutely toxic). The compound is CCOP(=O)(NC(C)C)Oc1ccc(SC)c(C)c1. (3) The molecule is COP(=O)(OC)SC(C)(C)C. The rat oral LD50 is 3.50, given as -log10 of the dose in mol/kg body weight (higher means more acutely toxic).